From a dataset of Catalyst prediction with 721,799 reactions and 888 catalyst types from USPTO. Predict which catalyst facilitates the given reaction. (1) Reactant: [CH2:1]([NH+:3]([CH2:5][CH3:6])[CH3:4])[CH3:2].[CH3:7][O:8][CH2:9][Cl:10]. Product: [Cl-:10].[CH2:1]([N+:3]([CH2:5][CH3:6])([CH3:4])[CH2:9][O:8][CH3:7])[CH3:2]. The catalyst class is: 11. (2) Reactant: [F:1][C:2]1[C:7]([CH3:8])=[CH:6][CH:5]=[C:4](F)[C:3]=1[O:10][CH3:11].C[Si](C)(C)[N-][Si](C)(C)C.[K+].[C:22](#[N:26])[CH:23]([CH3:25])[CH3:24].Cl. Product: [F:1][C:2]1[C:3]([O:10][CH3:11])=[C:4]([C:23]([CH3:25])([CH3:24])[C:22]#[N:26])[CH:5]=[CH:6][C:7]=1[CH3:8]. The catalyst class is: 11.